This data is from Forward reaction prediction with 1.9M reactions from USPTO patents (1976-2016). The task is: Predict the product of the given reaction. (1) Given the reactants [Br:1][C:2]1[CH:3]=[C:4]2[C:8](=[CH:9][CH:10]=1)[NH:7][CH:6]=[C:5]2/[C:11](/[C:23]#[N:24])=[CH:12]/[C:13]1[CH:14]=[C:15]([CH:18]=[CH:19][C:20]=1[O:21][CH3:22])[C:16]#[N:17].C(OC([NH:32][CH2:33][C:34](O)=[O:35])=O)(C)(C)C.C1CN([P+](ON2N=NC3C=CC=CC2=3)(N2CCCC2)N2CCCC2)CC1.F[P-](F)(F)(F)(F)F.[ClH:70], predict the reaction product. The product is: [ClH:70].[NH2:32][CH2:33][C:34]([N:7]1[C:8]2[C:4](=[CH:3][C:2]([Br:1])=[CH:10][CH:9]=2)[C:5](/[C:11](/[C:23]#[N:24])=[CH:12]/[C:13]2[CH:14]=[C:15]([CH:18]=[CH:19][C:20]=2[O:21][CH3:22])[C:16]#[N:17])=[CH:6]1)=[O:35]. (2) Given the reactants [C:1]([O:5][C:6]([NH:8][C:9]1([C:13]2[CH:18]=[CH:17][C:16]([C:19]3[C:28]([C:29]4[CH:34]=[CH:33][CH:32]=[CH:31][CH:30]=4)=[CH:27][C:26]4[C:25](=[O:35])[CH:24]([C:36]([O:38][CH3:39])=[O:37])[CH2:23][CH2:22][C:21]=4[N:20]=3)=[CH:15][CH:14]=2)[CH2:12][CH2:11][CH2:10]1)=[O:7])([CH3:4])([CH3:3])[CH3:2].[CH3:40]C(C)([O-])C.[K+].CI, predict the reaction product. The product is: [C:1]([O:5][C:6]([NH:8][C:9]1([C:13]2[CH:14]=[CH:15][C:16]([C:19]3[C:28]([C:29]4[CH:30]=[CH:31][CH:32]=[CH:33][CH:34]=4)=[CH:27][C:26]4[C:25](=[O:35])[C:24]([CH3:40])([C:36]([O:38][CH3:39])=[O:37])[CH2:23][CH2:22][C:21]=4[N:20]=3)=[CH:17][CH:18]=2)[CH2:12][CH2:11][CH2:10]1)=[O:7])([CH3:4])([CH3:3])[CH3:2]. (3) Given the reactants [F-].C([N+](CCCC)(CCCC)CCCC)CCC.[CH3:19][O:20][C:21](=[O:54])[CH2:22][CH2:23][CH2:24][C:25]#[C:26][CH2:27][C@@H:28]1[C@@H:32]([CH2:33][O:34][Si](C(C)(C)C)(C)C)[CH2:31][N:30]([CH2:42][C:43]2[CH:48]=[CH:47][C:46]([O:49][CH3:50])=[CH:45][C:44]=2[O:51][CH3:52])[C:29]1=[O:53], predict the reaction product. The product is: [CH3:19][O:20][C:21](=[O:54])[CH2:22][CH2:23][CH2:24][C:25]#[C:26][CH2:27][C@@H:28]1[C@@H:32]([CH2:33][OH:34])[CH2:31][N:30]([CH2:42][C:43]2[CH:48]=[CH:47][C:46]([O:49][CH3:50])=[CH:45][C:44]=2[O:51][CH3:52])[C:29]1=[O:53].